From a dataset of Reaction yield outcomes from USPTO patents with 853,638 reactions. Predict the reaction yield, written as a fraction of the theoretical maximum amount of product (1.0 means a 100% yield; for example, 0.34 means a 34% yield). (1) The reactants are [F:1][C:2]1[C:3]([CH2:14][N:15]([CH3:23])[C:16](=[O:22])[O:17][C:18]([CH3:21])([CH3:20])[CH3:19])=[CH:4][NH:5][C:6]=1[C:7]1[C:8]([F:13])=[N:9][CH:10]=[CH:11][CH:12]=1.[H-].[Na+].C1OCCOCCOCCOCCOC1.[F:41][C:42]1[CH:47]=[CH:46][CH:45]=[C:44]([F:48])[C:43]=1[S:49](Cl)(=[O:51])=[O:50]. The catalyst is O1CCCC1.O. The product is [F:41][C:42]1[CH:47]=[CH:46][CH:45]=[C:44]([F:48])[C:43]=1[S:49]([N:5]1[C:6]([C:7]2[C:8]([F:13])=[N:9][CH:10]=[CH:11][CH:12]=2)=[C:2]([F:1])[C:3]([CH2:14][N:15]([CH3:23])[C:16](=[O:22])[O:17][C:18]([CH3:19])([CH3:20])[CH3:21])=[CH:4]1)(=[O:51])=[O:50]. The yield is 0.860. (2) The reactants are [C:1]1([CH2:7][C:8](Cl)=[O:9])[CH:6]=[CH:5][CH:4]=[CH:3][CH:2]=1.[S-:11][C:12]#[N:13].[K+].[NH2:15][C:16]1[CH:37]=[CH:36][C:19]([O:20][C:21]2[N:26]=[CH:25][N:24]=[C:23]([NH:27][C:28]([N:30]3[CH2:35][CH2:34][O:33][CH2:32][CH2:31]3)=[O:29])[CH:22]=2)=[C:18]([F:38])[CH:17]=1.CCCCCC. The catalyst is C(#N)C.C(OCC)C. The product is [F:38][C:18]1[CH:17]=[C:16]([NH:15][C:12]([NH:13][C:8](=[O:9])[CH2:7][C:1]2[CH:6]=[CH:5][CH:4]=[CH:3][CH:2]=2)=[S:11])[CH:37]=[CH:36][C:19]=1[O:20][C:21]1[N:26]=[CH:25][N:24]=[C:23]([NH:27][C:28]([N:30]2[CH2:31][CH2:32][O:33][CH2:34][CH2:35]2)=[O:29])[CH:22]=1. The yield is 0.546. (3) The reactants are [C:1]([C:3]1[CH:4]=[C:5]2[C:10](=[CH:11][C:12]=1[O:13][CH2:14][C@H:15]1[CH2:17][O:16]1)[N:9]=[CH:8][CH:7]=[C:6]2[O:18][C:19]1[CH:24]=[CH:23][C:22]([NH:25][C:26]([NH:28][C:29]2[CH:34]=[CH:33][C:32]([F:35])=[CH:31][CH:30]=2)=[O:27])=[CH:21][CH:20]=1)#[N:2].[CH2:36]([NH:38][CH2:39][CH3:40])[CH3:37]. The catalyst is O1CCCC1. The product is [C:1]([C:3]1[CH:4]=[C:5]2[C:10](=[CH:11][C:12]=1[O:13][CH2:14][C@H:15]([OH:16])[CH2:17][N:38]([CH2:39][CH3:40])[CH2:36][CH3:37])[N:9]=[CH:8][CH:7]=[C:6]2[O:18][C:19]1[CH:24]=[CH:23][C:22]([NH:25][C:26]([NH:28][C:29]2[CH:30]=[CH:31][C:32]([F:35])=[CH:33][CH:34]=2)=[O:27])=[CH:21][CH:20]=1)#[N:2]. The yield is 0.547. (4) The reactants are [O:1]=[S:2]1(=[O:33])[CH2:6][CH2:5][CH2:4][N:3]1[C:7]1[CH:8]=[C:9]2[C:13](=[CH:14][CH:15]=1)[NH:12][N:11]=[C:10]2[NH:16][C:17](=[O:32])[CH2:18][C:19]1[N:20]=[C:21]([NH:24]C(=O)OC(C)(C)C)[S:22][CH:23]=1.FC(F)(F)C(O)=O. The catalyst is ClCCl. The product is [NH2:24][C:21]1[S:22][CH:23]=[C:19]([CH2:18][C:17]([NH:16][C:10]2[C:9]3[C:13](=[CH:14][CH:15]=[C:7]([N:3]4[CH2:4][CH2:5][CH2:6][S:2]4(=[O:33])=[O:1])[CH:8]=3)[NH:12][N:11]=2)=[O:32])[N:20]=1. The yield is 0.500. (5) The reactants are [CH3:1][C:2]1[CH:9]=[CH:8][C:5]([CH2:6][NH2:7])=[CH:4][CH:3]=1.F[C:11]1[CH:19]=[N:18][CH:17]=[CH:16][C:12]=1[C:13]([OH:15])=[O:14]. No catalyst specified. The product is [CH3:1][C:2]1[CH:9]=[CH:8][C:5]([CH2:6][NH:7][C:16]2[CH:17]=[N:18][CH:19]=[CH:11][C:12]=2[C:13]([OH:15])=[O:14])=[CH:4][CH:3]=1. The yield is 0.510. (6) The catalyst is CO.[Pd]. The product is [CH2:1]([O:3][C:4]1[CH:5]=[C:6]([CH:10]([C:15]2[NH:23][C:18]3=[N:19][CH:20]=[CH:21][CH:22]=[C:17]3[CH:16]=2)[CH2:11][CH:12]([CH3:14])[CH3:13])[CH:7]=[CH:8][CH:9]=1)[CH3:2]. The yield is 0.620. The reactants are [CH2:1]([O:3][C:4]1[CH:5]=[C:6]([C:10]([C:15]2[NH:23][C:18]3=[N:19][CH:20]=[CH:21][CH:22]=[C:17]3[CH:16]=2)=[CH:11][CH:12]([CH3:14])[CH3:13])[CH:7]=[CH:8][CH:9]=1)[CH3:2].[H][H]. (7) The reactants are [NH2:1][C:2]1[CH:33]=[CH:32][C:5]([C:6]([NH:8][C:9]2[CH:10]=[CH:11][C:12]([NH:19][C:20](=[O:31])[C:21]3[CH:26]=[CH:25][C:24]([CH2:27][CH2:28][CH2:29][CH3:30])=[CH:23][CH:22]=3)=[C:13]([CH:18]=2)[C:14]([O:16][CH3:17])=[O:15])=[O:7])=[CH:4][CH:3]=1.[Cl:34][C:35]1[C:36]([CH3:45])=[C:37]([S:41](Cl)(=[O:43])=[O:42])[CH:38]=[CH:39][CH:40]=1.C(N([CH2:51][CH3:52])CC)C. The catalyst is C(Cl)Cl.C1COCC1.CN(C1C=CN=CC=1)C. The product is [CH2:27]([C:24]1[CH:23]=[CH:22][C:21]([C:20]([NH:19][C:12]2[CH:11]=[CH:10][C:9]([NH:8][C:6](=[O:7])[C:5]3[CH:4]=[CH:3][C:2]([N:1]([S:41]([C:37]4[CH:38]=[CH:39][CH:40]=[C:35]([Cl:34])[C:51]=4[CH3:52])(=[O:43])=[O:42])[S:41]([C:37]4[CH:38]=[CH:39][CH:40]=[C:35]([Cl:34])[C:36]=4[CH3:45])(=[O:43])=[O:42])=[CH:33][CH:32]=3)=[CH:18][C:13]=2[C:14]([O:16][CH3:17])=[O:15])=[O:31])=[CH:26][CH:25]=1)[CH2:28][CH2:29][CH3:30]. The yield is 0.270. (8) The reactants are [NH2:1][C@@H:2]([CH2:27][C:28]1[CH:33]=[CH:32][CH:31]=[CH:30][CH:29]=1)[C@@H:3]([OH:26])[CH2:4][C@@H:5]([NH:13][C:14]([C@@H:16]([NH:21][C:22](=[O:25])[O:23][CH3:24])[C:17]([CH3:20])([CH3:19])[CH3:18])=[O:15])[CH2:6][C:7]1[CH:12]=[CH:11][CH:10]=[CH:9][CH:8]=1.FC(F)(F)C(O)=O.[CH3:41][C@@H:42]([CH2:65][CH3:66])[C@H:43]([N:47]1[CH2:51][CH2:50][N:49]([CH2:52][C:53]2[N:54]=[C:55]([C:58]3[CH:63]=[CH:62][CH:61]=[CH:60][N:59]=3)[S:56][CH:57]=2)[C:48]1=[O:64])[C:44](O)=[O:45].CCN=C=NCCCN(C)C.C1C=CC2N(O)N=NC=2C=1.CN1CCOCC1. The catalyst is CN(C=O)C. The product is [CH2:6]([C@H:5]([NH:13][C:14]([C@@H:16]([NH:21][C:22](=[O:25])[O:23][CH3:24])[C:17]([CH3:20])([CH3:19])[CH3:18])=[O:15])[CH2:4][C@H:3]([OH:26])[C@@H:2]([NH:1][C:44](=[O:45])[C@@H:43]([N:47]1[CH2:51][CH2:50][N:49]([CH2:52][C:53]2[N:54]=[C:55]([C:58]3[CH:63]=[CH:62][CH:61]=[CH:60][N:59]=3)[S:56][CH:57]=2)[C:48]1=[O:64])[CH:42]([CH3:41])[CH2:65][CH3:66])[CH2:27][C:28]1[CH:29]=[CH:30][CH:31]=[CH:32][CH:33]=1)[C:7]1[CH:12]=[CH:11][CH:10]=[CH:9][CH:8]=1. The yield is 0.630.